This data is from Full USPTO retrosynthesis dataset with 1.9M reactions from patents (1976-2016). The task is: Predict the reactants needed to synthesize the given product. Given the product [CH2:3]([O:10][C:11]1[CH:18]=[CH:17][C:14]([CH2:15][C:4]([CH3:9])([CH3:5])[CH:3]=[O:1])=[CH:13][CH:12]=1)[C:4]1[CH:9]=[CH:8][CH:7]=[CH:6][CH:5]=1, predict the reactants needed to synthesize it. The reactants are: [OH-:1].[Na+].[CH2:3]([O:10][C:11]1[CH:18]=[CH:17][C:14]([CH2:15]Cl)=[CH:13][CH:12]=1)[C:4]1[CH:9]=[CH:8][CH:7]=[CH:6][CH:5]=1.